This data is from Reaction yield outcomes from USPTO patents with 853,638 reactions. The task is: Predict the reaction yield, written as a fraction of the theoretical maximum amount of product (1.0 means a 100% yield; for example, 0.34 means a 34% yield). (1) The product is [ClH:1].[ClH:55].[C:12]([C:6]1[C:5]([NH:15][C@H:16]2[CH2:21][CH2:20][C@H:19]([CH2:22][N:23]([CH3:25])[CH3:24])[CH2:18][CH2:17]2)=[C:4]2[C:9]([CH:10]=[CH:11][C:2]([C:34]3[CH:35]=[CH:36][C:37]([C:40]#[N:41])=[N:38][CH:39]=3)=[N:3]2)=[N:8][CH:7]=1)(=[O:14])[CH3:13]. The reactants are [Cl:1][C:2]1[N:3]=[C:4]2[C:9](=[CH:10][CH:11]=1)[N:8]=[CH:7][C:6]([C:12](=[O:14])[CH3:13])=[C:5]2[NH:15][C@H:16]1[CH2:21][CH2:20][C@H:19]([CH2:22][N:23]([CH3:25])[CH3:24])[CH2:18][CH2:17]1.CC1(C)C(C)(C)OB([C:34]2[CH:35]=[CH:36][C:37]([C:40]#[N:41])=[N:38][CH:39]=2)O1.C1(N)C(F)=C(F)C(F)=C(N)C=1F.[ClH:55].Cl. The yield is 0.950. No catalyst specified. (2) The reactants are [F:1][C:2]1[CH:7]=[CH:6][C:5]([S:8]([N:11]2[C:15]([C:16]3[CH:21]=[CH:20][CH:19]=[CH:18][CH:17]=3)=[CH:14][C:13]([CH2:22][OH:23])=[CH:12]2)(=[O:10])=[O:9])=[CH:4][CH:3]=1.C[N+]1([O-])CCOCC1. The catalyst is [Ru]([O-])(=O)(=O)=O.C([N+](CCC)(CCC)CCC)CC. The product is [F:1][C:2]1[CH:3]=[CH:4][C:5]([S:8]([N:11]2[C:15]([C:16]3[CH:21]=[CH:20][CH:19]=[CH:18][CH:17]=3)=[CH:14][C:13]([CH:22]=[O:23])=[CH:12]2)(=[O:9])=[O:10])=[CH:6][CH:7]=1. The yield is 0.800.